Dataset: Forward reaction prediction with 1.9M reactions from USPTO patents (1976-2016). Task: Predict the product of the given reaction. (1) The product is: [Cl:32][CH2:31][CH2:30][CH2:29][O:7][C:8]1[CH:17]=[CH:16][C:15]2[N:14]=[C:13]([NH2:18])[C:12]3[N:19]=[C:20]([CH2:25][O:26][CH3:27])[N:21]([CH2:22][CH2:23][CH3:24])[C:11]=3[C:10]=2[CH:9]=1. Given the reactants C(=O)([O-])[O-].[Cs+].[Cs+].[OH:7][C:8]1[CH:17]=[CH:16][C:15]2[N:14]=[C:13]([NH2:18])[C:12]3[N:19]=[C:20]([CH2:25][O:26][CH3:27])[N:21]([CH2:22][CH2:23][CH3:24])[C:11]=3[C:10]=2[CH:9]=1.Br[CH2:29][CH2:30][CH2:31][Cl:32].CN(C)C=O, predict the reaction product. (2) Given the reactants [F:1][C:2]1[CH:7]=[C:6]([O:8][CH2:9][C:10]2[S:14][C:13]([C:15]3[CH:20]=[CH:19][C:18]([C:21]([F:24])([F:23])[F:22])=[CH:17][CH:16]=3)=[N:12][C:11]=2[CH2:25][OH:26])[CH:5]=[CH:4][C:3]=1[C:27]1[NH:31][C:30](=[O:32])[O:29][N:28]=1, predict the reaction product. The product is: [F:1][C:2]1[CH:7]=[C:6]([CH:5]=[CH:4][C:3]=1[C:27]1[NH:31][C:30](=[O:32])[O:29][N:28]=1)[O:8][CH2:9][C:10]1[S:14][C:13]([C:15]2[CH:20]=[CH:19][C:18]([C:21]([F:22])([F:23])[F:24])=[CH:17][CH:16]=2)=[N:12][C:11]=1[CH:25]=[O:26].